Dataset: Catalyst prediction with 721,799 reactions and 888 catalyst types from USPTO. Task: Predict which catalyst facilitates the given reaction. (1) Reactant: [NH2:1][C:2]1[N:7]=[CH:6][N:5]=[C:4]([NH:8][C@H:9]([C:11]2[C:20]([C:21]([OH:23])=O)=[CH:19][C:18]3[C:13](=[CH:14][CH:15]=[C:16]([F:24])[CH:17]=3)[N:12]=2)[CH3:10])[C:3]=1[C:25]#[N:26].[CH2:27]([NH2:29])[CH3:28].C(N(CC)CC)C.CCCP(=O)=O. Product: [NH2:1][C:2]1[N:7]=[CH:6][N:5]=[C:4]([NH:8][C@H:9]([C:11]2[C:20]([C:21]([NH:29][CH2:27][CH3:28])=[O:23])=[CH:19][C:18]3[C:13](=[CH:14][CH:15]=[C:16]([F:24])[CH:17]=3)[N:12]=2)[CH3:10])[C:3]=1[C:25]#[N:26]. The catalyst class is: 18. (2) Reactant: [CH2:1]([O:8][C:9]1[C:14](=[O:15])[CH:13]=[CH:12][NH:11][C:10]=1[CH3:16])[C:2]1[CH:7]=[CH:6][CH:5]=[CH:4][CH:3]=1.[Br:17]N1C(=O)CCC1=O. Product: [CH2:1]([O:8][C:9]1[C:10]([CH3:16])=[N:11][CH:12]=[C:13]([Br:17])[C:14]=1[OH:15])[C:2]1[CH:3]=[CH:4][CH:5]=[CH:6][CH:7]=1. The catalyst class is: 10.